Dataset: Full USPTO retrosynthesis dataset with 1.9M reactions from patents (1976-2016). Task: Predict the reactants needed to synthesize the given product. Given the product [CH:34]1([C:33]2[C:14]([N:13]([CH2:12][CH2:11][CH2:10][CH2:9][OH:8])[S:37]([CH3:40])(=[O:38])=[O:39])=[CH:15][C:16]3[O:20][C:19]([C:21]4[CH:22]=[CH:23][C:24]([F:27])=[CH:25][CH:26]=4)=[C:18]([C:28](=[NH:29])[NH:30][OH:31])[C:17]=3[CH:32]=2)[CH2:35][CH2:36]1, predict the reactants needed to synthesize it. The reactants are: [Si]([O:8][CH2:9][CH2:10][CH2:11][CH2:12][N:13]([S:37]([CH3:40])(=[O:39])=[O:38])[C:14]1[C:33]([CH:34]2[CH2:36][CH2:35]2)=[CH:32][C:17]2[C:18]([C:28](=[N:30][OH:31])[NH2:29])=[C:19]([C:21]3[CH:26]=[CH:25][C:24]([F:27])=[CH:23][CH:22]=3)[O:20][C:16]=2[CH:15]=1)(C(C)(C)C)(C)C.[F-].C([N+](CCCC)(CCCC)CCCC)CCC.